Dataset: Reaction yield outcomes from USPTO patents with 853,638 reactions. Task: Predict the reaction yield, written as a fraction of the theoretical maximum amount of product (1.0 means a 100% yield; for example, 0.34 means a 34% yield). The reactants are C([CH:8]1[O:16][C:15]2[C:10](=[C:11]([S:17]([NH2:20])(=[O:19])=[O:18])[CH:12]=[CH:13][CH:14]=2)[O:9]1)(OC(C)(C)C)=O.[C:21](=[O:24])([O-])[O-:22].[Cs+].[Cs+].Cl[CH2:28][C:29]1[CH:33]=[C:32]([CH3:34])[O:31][N:30]=1.[I-].[K+].O1CCOC[CH2:38]1. The catalyst is C(OCC)(=O)C.CCCCCC. The product is [CH3:28][C:29]1[CH:33]=[C:32]([CH3:34])[O:31][N:30]=1.[CH2:8]1[O:16][C:15]2[C:10](=[C:11]([S:17]([NH:20][C:21]([O:22][C:32]([CH3:33])([CH3:34])[CH3:38])=[O:24])(=[O:18])=[O:19])[CH:12]=[CH:13][CH:14]=2)[O:9]1. The yield is 0.420.